Predict the reactants needed to synthesize the given product. From a dataset of Full USPTO retrosynthesis dataset with 1.9M reactions from patents (1976-2016). (1) Given the product [CH:26]1([C:2]2[CH:3]=[C:4]([N:8]3[CH2:12][CH2:11][N:10]([C:13]4[CH:23]=[CH:22][C:16]([C:17]([O:19][CH3:20])=[O:18])=[CH:15][CH:14]=4)[C:9]3=[O:24])[CH:5]=[CH:6][CH:7]=2)[CH2:27][CH2:28][CH2:29][CH2:30][CH2:31]1, predict the reactants needed to synthesize it. The reactants are: Br[C:2]1[CH:3]=[C:4]([N:8]2[CH2:12][CH2:11][N:10]([C:13]3[CH:23]=[CH:22][C:16]([C:17]([O:19][CH2:20]C)=[O:18])=[CH:15][CH:14]=3)[C:9]2=[O:24])[CH:5]=[CH:6][CH:7]=1.I[C:26]1[CH:27]=[C:28](N2CCN([C:26]3[CH:31]=[CH:30][C:29](C(OC)=O)=[CH:28][CH:27]=3)C2=O)[CH:29]=[CH:30][CH:31]=1. (2) Given the product [NH:18]1[C:19]2[C:15](=[CH:14][C:13]([NH:12][C:6]3[C:5]4[C:10](=[CH:11][C:2]([O:1][CH2:31][CH2:30][CH2:29][N:24]5[CH:28]=[CH:27][N:26]=[N:25]5)=[C:3]([O:22][CH3:23])[CH:4]=4)[N:9]=[CH:8][N:7]=3)=[CH:21][CH:20]=2)[CH:16]=[CH:17]1, predict the reactants needed to synthesize it. The reactants are: [OH:1][C:2]1[CH:11]=[C:10]2[C:5]([C:6]([NH:12][C:13]3[CH:14]=[C:15]4[C:19](=[CH:20][CH:21]=3)[NH:18][CH:17]=[CH:16]4)=[N:7][CH:8]=[N:9]2)=[CH:4][C:3]=1[O:22][CH3:23].[N:24]1([CH2:29][CH2:30][CH2:31]O)[CH:28]=[CH:27][N:26]=[N:25]1. (3) Given the product [C:1]([O:5][C:6]([N:8]1[C:16]2[C:11](=[CH:12][CH:13]=[CH:14][CH:15]=2)[C:10]([C:17]([CH3:19])([CH3:18])[CH2:20][NH2:21])=[CH:9]1)=[O:7])([CH3:4])([CH3:3])[CH3:2], predict the reactants needed to synthesize it. The reactants are: [C:1]([O:5][C:6]([N:8]1[C:16]2[C:11](=[CH:12][CH:13]=[CH:14][CH:15]=2)[C:10]([C:17]([C:20]#[N:21])([CH3:19])[CH3:18])=[CH:9]1)=[O:7])([CH3:4])([CH3:3])[CH3:2].[OH-].[NH4+]. (4) Given the product [CH3:9][C:8]1[CH:12]=[CH:11][CH:10]=[C:6]([C:19]2[CH:20]=[CH:21][CH:22]=[CH:23][CH:24]=2)[C:7]=1[OH:1], predict the reactants needed to synthesize it. The reactants are: [O:1]=O.CN([CH2:6][CH2:7][CH2:8][CH3:9])C.[CH2:10](NCCCC)[CH2:11][CH2:12]C.[C:19]1(C)[CH:24]=[CH:23][CH:22]=[CH:21][CH:20]=1.